This data is from Full USPTO retrosynthesis dataset with 1.9M reactions from patents (1976-2016). The task is: Predict the reactants needed to synthesize the given product. (1) Given the product [C:27]([C:2]1[CH:26]=[CH:25][C:5]2[C:6]3[CH:12]=[CH:11][C:10]([S:13]([NH:16][C@@H:17]([CH:22]([CH3:24])[CH3:23])[C:18]([O:20][CH3:21])=[O:19])(=[O:14])=[O:15])=[CH:9][C:7]=3[O:8][C:4]=2[CH:3]=1)#[N:28], predict the reactants needed to synthesize it. The reactants are: I[C:2]1[CH:26]=[CH:25][C:5]2[C:6]3[CH:12]=[CH:11][C:10]([S:13]([NH:16][C@@H:17]([CH:22]([CH3:24])[CH3:23])[C:18]([O:20][CH3:21])=[O:19])(=[O:15])=[O:14])=[CH:9][C:7]=3[O:8][C:4]=2[CH:3]=1.[C:27]([Cu])#[N:28]. (2) Given the product [CH3:1][O:2][CH:3]1[O:9][C@H:8]([CH3:10])[C@@H:6]([OH:7])[C@H:4]1[OH:5], predict the reactants needed to synthesize it. The reactants are: [CH3:1][O:2][CH:3]1[O:9][C@H:8]([CH2:10]Cl)[C@@H:6]([OH:7])[C@H:4]1[OH:5].O.N.[H][H]. (3) The reactants are: [Br:1][C:2]1[CH:6]=[C:5]([CH:7]=O)[N:4]([C:9]2[C:14]([Cl:15])=[CH:13][CH:12]=[CH:11][N:10]=2)[N:3]=1.[NH2:16][C:17]1[C:26]([CH3:27])=[CH:25][C:24]([C:28]#[N:29])=[CH:23][C:18]=1[C:19]([NH:21][CH3:22])=[O:20]. Given the product [Br:1][C:2]1[CH:6]=[C:5]([CH:7]=[N:16][C:17]2[C:26]([CH3:27])=[CH:25][C:24]([C:28]#[N:29])=[CH:23][C:18]=2[C:19]([NH:21][CH3:22])=[O:20])[N:4]([C:9]2[C:14]([Cl:15])=[CH:13][CH:12]=[CH:11][N:10]=2)[N:3]=1, predict the reactants needed to synthesize it. (4) Given the product [CH3:31][S:32]([O:28][CH:26]1[CH2:25][N:24]([CH2:23][C:21]2[C:20]([CH3:29])=[N:19][N:18]([C:16]3[CH:15]=[CH:14][N:13]=[C:12]([NH:11][C:8]4[CH:9]=[C:10]5[C:5](=[CH:6][CH:7]=4)[N:4]([CH3:30])[CH:3]=[C:2]5[Cl:1])[N:17]=3)[CH:22]=2)[CH2:27]1)(=[O:34])=[O:33], predict the reactants needed to synthesize it. The reactants are: [Cl:1][C:2]1[C:10]2[C:5](=[CH:6][CH:7]=[C:8]([NH:11][C:12]3[N:17]=[C:16]([N:18]4[CH:22]=[C:21]([CH2:23][N:24]5[CH2:27][CH:26]([OH:28])[CH2:25]5)[C:20]([CH3:29])=[N:19]4)[CH:15]=[CH:14][N:13]=3)[CH:9]=2)[N:4]([CH3:30])[CH:3]=1.[CH3:31][S:32](O)(=[O:34])=[O:33]. (5) Given the product [CH3:37][C:31]1[NH:30][C:29](=[O:38])[C:28]([CH2:27][NH:26][C:22]([C:8]2[C:7]3[C:6]([CH3:25])=[N:5][N:4]([CH:1]([CH3:3])[CH3:2])[C:12]=3[CH:11]=[C:10]([C:13]3[CH:14]=[C:15]4[CH:21]=[CH:20][NH:19][C:16]4=[N:17][CH:18]=3)[CH:9]=2)=[O:24])=[C:33]([CH2:34][CH2:35][CH3:36])[CH:32]=1, predict the reactants needed to synthesize it. The reactants are: [CH:1]([N:4]1[C:12]2[CH:11]=[C:10]([C:13]3[CH:14]=[C:15]4[CH:21]=[CH:20][NH:19][C:16]4=[N:17][CH:18]=3)[CH:9]=[C:8]([C:22]([OH:24])=O)[C:7]=2[C:6]([CH3:25])=[N:5]1)([CH3:3])[CH3:2].[NH2:26][CH2:27][C:28]1[C:29](=[O:38])[NH:30][C:31]([CH3:37])=[CH:32][C:33]=1[CH2:34][CH2:35][CH3:36]. (6) Given the product [C:3]([C:4]1[CH:12]=[CH:11][C:7]2[O:8][CH2:9][O:10][C:6]=2[CH:5]=1)#[CH:2], predict the reactants needed to synthesize it. The reactants are: Br[C:2](Br)=[CH:3][C:4]1[CH:12]=[CH:11][C:7]2[O:8][CH2:9][O:10][C:6]=2[CH:5]=1.C([Li])CCC. (7) Given the product [Si:7]([O:24][CH2:25][CH2:26][C:27]([NH2:1])=[NH:28])([C:20]([CH3:22])([CH3:23])[CH3:21])([C:14]1[CH:15]=[CH:16][CH:17]=[CH:18][CH:19]=1)[C:8]1[CH:9]=[CH:10][CH:11]=[CH:12][CH:13]=1, predict the reactants needed to synthesize it. The reactants are: [NH4+:1].[Cl-].C[Al](C)C.[Si:7]([O:24][CH2:25][CH2:26][C:27]#[N:28])([C:20]([CH3:23])([CH3:22])[CH3:21])([C:14]1[CH:19]=[CH:18][CH:17]=[CH:16][CH:15]=1)[C:8]1[CH:13]=[CH:12][CH:11]=[CH:10][CH:9]=1.C(Cl)Cl.